From a dataset of Catalyst prediction with 721,799 reactions and 888 catalyst types from USPTO. Predict which catalyst facilitates the given reaction. (1) Reactant: Br[C:2]1[N:7]=[C:6]([C:8]([O:10]C)=[O:9])[CH:5]=[CH:4][C:3]=1[F:12].CC1(C)C(C)(C)OB([C:21]2[CH:22]=[C:23]3[CH:29]=[CH:28][NH:27][C:24]3=[N:25][CH:26]=2)O1.C(=O)([O-])[O-].[Na+].[Na+]. Product: [F:12][C:3]1[CH:4]=[CH:5][C:6]([C:8]([OH:10])=[O:9])=[N:7][C:2]=1[C:21]1[CH:22]=[C:23]2[CH:29]=[CH:28][NH:27][C:24]2=[N:25][CH:26]=1. The catalyst class is: 104. (2) Reactant: [CH2:1]([O:3][C:4]([N:6]1[C:10]2[S:11][C:12]([C:14](O)=[O:15])=[CH:13][C:9]=2[C:8]([NH:17][C:18](=[O:33])[C:19]2[CH:24]=[CH:23][CH:22]=[CH:21][C:20]=2[NH:25][C:26]([C:28]2[NH:29][CH:30]=[CH:31][CH:32]=2)=[O:27])=[N:7]1)=[O:5])[CH3:2].F[B-](F)(F)F.N1(OC(N(C)C)=[N+](C)C)C2C=CC=CC=2N=N1.CCN(C(C)C)C(C)C.[C:65]([NH2:74])([C:68]1[CH:73]=[CH:72][CH:71]=[CH:70][CH:69]=1)([CH3:67])[CH3:66]. Product: [CH2:1]([O:3][C:4]([N:6]1[C:10]2[S:11][C:12]([C:14](=[O:15])[NH:74][C:65]([CH3:67])([C:68]3[CH:73]=[CH:72][CH:71]=[CH:70][CH:69]=3)[CH3:66])=[CH:13][C:9]=2[C:8]([NH:17][C:18](=[O:33])[C:19]2[CH:24]=[CH:23][CH:22]=[CH:21][C:20]=2[NH:25][C:26]([C:28]2[NH:29][CH:30]=[CH:31][CH:32]=2)=[O:27])=[N:7]1)=[O:5])[CH3:2]. The catalyst class is: 31. (3) Reactant: [OH:1][CH2:2][CH2:3][CH2:4][C:5]1[CH:20]=[CH:19][C:8]([O:9][C:10]2[CH:18]=[CH:17][C:13]([C:14]([NH2:16])=[O:15])=[CH:12][N:11]=2)=[CH:7][CH:6]=1.C(N(CC)CC)C.S(=O)(=O)=O.N1C=CC=CC=1. Product: [O:1]=[CH:2][CH2:3][CH2:4][C:5]1[CH:6]=[CH:7][C:8]([O:9][C:10]2[CH:18]=[CH:17][C:13]([C:14]([NH2:16])=[O:15])=[CH:12][N:11]=2)=[CH:19][CH:20]=1. The catalyst class is: 16. (4) The catalyst class is: 10. Reactant: [CH3:1][CH:2]1[CH2:7][O:6][C:5]2[CH:8]=[CH:9][C:10]([CH2:12][CH2:13][CH:14]=O)=[N:11][C:4]=2[NH:3]1.[NH:16]=[C:17]1[C:22]([CH3:23])=[N:21][CH:20]=[C:19]([CH3:24])[N:18]1[NH3+:25].CC1C=C(C)C=C(C)C=1S([O-])(=O)=O.C(N(CC)CC)C. Product: [CH3:24][C:19]1[N:18]2[N:25]=[C:14]([CH2:13][CH2:12][C:10]3[CH:9]=[CH:8][C:5]4[O:6][CH2:7][CH:2]([CH3:1])[NH:3][C:4]=4[N:11]=3)[N:16]=[C:17]2[C:22]([CH3:23])=[N:21][CH:20]=1. (5) Reactant: [F:1][C:2]1[CH:7]=[CH:6][C:5]([N+:8]([O-])=O)=[CH:4][C:3]=1[NH:11][C:12](=[O:18])[O:13][C:14]([CH3:17])([CH3:16])[CH3:15]. Product: [F:1][C:2]1[CH:7]=[CH:6][C:5]([NH2:8])=[CH:4][C:3]=1[NH:11][C:12](=[O:18])[O:13][C:14]([CH3:16])([CH3:15])[CH3:17]. The catalyst class is: 19.